From a dataset of NCI-60 drug combinations with 297,098 pairs across 59 cell lines. Regression. Given two drug SMILES strings and cell line genomic features, predict the synergy score measuring deviation from expected non-interaction effect. (1) Cell line: SK-MEL-5. Synergy scores: CSS=31.0, Synergy_ZIP=4.62, Synergy_Bliss=3.15, Synergy_Loewe=-2.38, Synergy_HSA=-2.03. Drug 2: CC12CCC3C(C1CCC2=O)CC(=C)C4=CC(=O)C=CC34C. Drug 1: C1CCN(CC1)CCOC2=CC=C(C=C2)C(=O)C3=C(SC4=C3C=CC(=C4)O)C5=CC=C(C=C5)O. (2) Drug 1: COC1=C(C=C2C(=C1)N=CN=C2NC3=CC(=C(C=C3)F)Cl)OCCCN4CCOCC4. Drug 2: COC1=CC(=CC(=C1O)OC)C2C3C(COC3=O)C(C4=CC5=C(C=C24)OCO5)OC6C(C(C7C(O6)COC(O7)C8=CC=CS8)O)O. Cell line: KM12. Synergy scores: CSS=46.8, Synergy_ZIP=10.3, Synergy_Bliss=9.47, Synergy_Loewe=14.8, Synergy_HSA=16.5. (3) Drug 1: CC1CCC2CC(C(=CC=CC=CC(CC(C(=O)C(C(C(=CC(C(=O)CC(OC(=O)C3CCCCN3C(=O)C(=O)C1(O2)O)C(C)CC4CCC(C(C4)OC)O)C)C)O)OC)C)C)C)OC. Drug 2: CC1=C(C(=O)C2=C(C1=O)N3CC4C(C3(C2COC(=O)N)OC)N4)N. Cell line: MDA-MB-435. Synergy scores: CSS=23.8, Synergy_ZIP=-6.14, Synergy_Bliss=0.282, Synergy_Loewe=4.42, Synergy_HSA=1.82. (4) Synergy scores: CSS=42.5, Synergy_ZIP=-4.09, Synergy_Bliss=-0.741, Synergy_Loewe=-2.25, Synergy_HSA=0.103. Cell line: HCC-2998. Drug 1: C1C(C(OC1N2C=NC3=C(N=C(N=C32)Cl)N)CO)O. Drug 2: C1=NC2=C(N=C(N=C2N1C3C(C(C(O3)CO)O)F)Cl)N. (5) Drug 1: CC(C1=C(C=CC(=C1Cl)F)Cl)OC2=C(N=CC(=C2)C3=CN(N=C3)C4CCNCC4)N. Drug 2: CC1C(C(CC(O1)OC2CC(CC3=C2C(=C4C(=C3O)C(=O)C5=CC=CC=C5C4=O)O)(C(=O)C)O)N)O. Synergy scores: CSS=60.9, Synergy_ZIP=-2.47, Synergy_Bliss=-0.318, Synergy_Loewe=-5.67, Synergy_HSA=0.536. Cell line: UACC62. (6) Drug 1: CC1=C2C(C(=O)C3(C(CC4C(C3C(C(C2(C)C)(CC1OC(=O)C(C(C5=CC=CC=C5)NC(=O)OC(C)(C)C)O)O)OC(=O)C6=CC=CC=C6)(CO4)OC(=O)C)OC)C)OC. Drug 2: C1CCC(CC1)NC(=O)N(CCCl)N=O. Cell line: SF-539. Synergy scores: CSS=39.3, Synergy_ZIP=-5.34, Synergy_Bliss=-8.43, Synergy_Loewe=-13.8, Synergy_HSA=-4.64. (7) Drug 1: CN(C)N=NC1=C(NC=N1)C(=O)N. Drug 2: C1C(C(OC1N2C=NC3=C2NC=NCC3O)CO)O. Cell line: BT-549. Synergy scores: CSS=-4.73, Synergy_ZIP=-0.960, Synergy_Bliss=-5.69, Synergy_Loewe=-8.11, Synergy_HSA=-6.86.